Dataset: Full USPTO retrosynthesis dataset with 1.9M reactions from patents (1976-2016). Task: Predict the reactants needed to synthesize the given product. (1) Given the product [CH:21]1([NH:20][C:2]2[C:3]3[N:4]=[CH:5][N:6]([C:16]=3[N:17]=[CH:18][N:19]=2)[C@@H:7]2[O:15][C@H:12]([CH2:13][OH:14])[C@@H:10]([OH:11])[C@H:8]2[OH:9])[CH2:26][CH2:25][CH2:24][CH2:23][CH2:22]1, predict the reactants needed to synthesize it. The reactants are: Cl[C:2]1([NH2:20])[N:19]=[CH:18][N:17]=[C:16]2[C:3]1=[N:4][CH2:5][N:6]2[C@@H:7]1[O:15][C@H:12]([CH2:13][OH:14])[C@@H:10]([OH:11])[C@H:8]1[OH:9].[CH:21]1(N)[CH2:26][CH2:25][CH2:24][CH2:23][CH2:22]1. (2) Given the product [F:30][C:31]1[CH:36]=[CH:35][C:34]([C:2]2[CH:3]=[CH:4][C:5]([CH2:6][N:7]3[C:11]4[CH:12]=[CH:13][CH:14]=[CH:15][C:10]=4[N:9]([CH2:16][CH2:17][CH2:18][O:19][C:20]4[CH:25]=[CH:24][C:23]([F:26])=[CH:22][CH:21]=4)[C:8]3=[NH:27])=[CH:28][CH:29]=2)=[CH:33][CH:32]=1, predict the reactants needed to synthesize it. The reactants are: Br[C:2]1[CH:29]=[CH:28][C:5]([CH2:6][N:7]2[C:11]3[CH:12]=[CH:13][CH:14]=[CH:15][C:10]=3[N:9]([CH2:16][CH2:17][CH2:18][O:19][C:20]3[CH:25]=[CH:24][C:23]([F:26])=[CH:22][CH:21]=3)[C:8]2=[NH:27])=[CH:4][CH:3]=1.[F:30][C:31]1[CH:36]=[CH:35][C:34](B(O)O)=[CH:33][CH:32]=1.C([O-])([O-])=O.[Na+].[Na+]. (3) Given the product [Cl:1][C:2]1[N:7]=[C:6]([C:10]#[C:9][C:11]2[CH:16]=[CH:15][C:14]([F:17])=[CH:13][C:12]=2[CH2:18][C:19]#[N:20])[CH:5]=[CH:4][N:3]=1, predict the reactants needed to synthesize it. The reactants are: [Cl:1][C:2]1[N:7]=[C:6](Cl)[CH:5]=[CH:4][N:3]=1.[C:9]([C:11]1[CH:16]=[CH:15][C:14]([F:17])=[CH:13][C:12]=1[CH2:18][C:19]#[N:20])#[CH:10]. (4) Given the product [C:1]([C:3]1[CH:4]=[C:5]([C:13]2[O:17][N:16]=[C:15]([C:18]3[CH:26]=[CH:25][CH:24]=[C:23]4[C:19]=3[CH2:20][CH2:21][CH:22]4[N:27]3[CH2:30][CH:29]([C:31]([OH:33])=[O:32])[CH2:28]3)[N:14]=2)[CH:6]=[CH:7][C:8]=1[O:9][CH:10]([CH3:12])[CH3:11])#[N:2], predict the reactants needed to synthesize it. The reactants are: [C:1]([C:3]1[CH:4]=[C:5]([C:13]2[O:17][N:16]=[C:15]([C:18]3[CH:26]=[CH:25][CH:24]=[C:23]4[C:19]=3[CH2:20][CH2:21][CH:22]4[N:27]3[CH2:30][CH:29]([C:31]([O:33]C)=[O:32])[CH2:28]3)[N:14]=2)[CH:6]=[CH:7][C:8]=1[O:9][CH:10]([CH3:12])[CH3:11])#[N:2].[OH-].[Na+]. (5) Given the product [CH:25]1([NH:31][CH2:23][CH:21]([OH:22])[CH2:20][O:19][C:16]2[CH:17]=[CH:18][C:13]([C:8]3[C:7](=[O:24])[C:6]4[C:11](=[CH:12][C:3]([O:2][CH3:1])=[CH:4][CH:5]=4)[O:10][CH:9]=3)=[CH:14][CH:15]=2)[CH2:30][CH2:29][CH2:28][CH2:27][CH2:26]1, predict the reactants needed to synthesize it. The reactants are: [CH3:1][O:2][C:3]1[CH:12]=[C:11]2[C:6]([C:7](=[O:24])[C:8]([C:13]3[CH:18]=[CH:17][C:16]([O:19][CH2:20][CH:21]4[CH2:23][O:22]4)=[CH:15][CH:14]=3)=[CH:9][O:10]2)=[CH:5][CH:4]=1.[CH:25]1([NH2:31])[CH2:30][CH2:29][CH2:28][CH2:27][CH2:26]1. (6) The reactants are: [CH2:1]([O:3][C:4]([CH:6]1[C:11](=[O:12])[CH2:10][CH2:9][NH:8][CH2:7]1)=[O:5])[CH3:2].Cl.C(=O)(O)[O-].[Na+].Cl[C:20]([O:22][CH2:23][C:24]1[CH:29]=[CH:28][CH:27]=[CH:26][CH:25]=1)=[O:21].C(=O)([O-])[O-].[Na+].[Na+]. Given the product [CH2:1]([O:3][C:4]([CH:6]1[C:11](=[O:12])[CH2:10][CH2:9][N:8]([C:20]([O:22][CH2:23][C:24]2[CH:29]=[CH:28][CH:27]=[CH:26][CH:25]=2)=[O:21])[CH2:7]1)=[O:5])[CH3:2], predict the reactants needed to synthesize it.